Dataset: Reaction yield outcomes from USPTO patents with 853,638 reactions. Task: Predict the reaction yield, written as a fraction of the theoretical maximum amount of product (1.0 means a 100% yield; for example, 0.34 means a 34% yield). (1) The reactants are [CH:1]1[C:13]2[NH:12][C:11]3[C:6](=[CH:7][CH:8]=[CH:9][CH:10]=3)[C:5]=2[CH:4]=[CH:3][CH:2]=1.Cl(O)(=O)(=O)=O.[C:19](OC(=O)C)(=[O:21])[CH3:20]. No catalyst specified. The product is [C:19]([N:12]1[C:11]2[CH:10]=[CH:9][CH:8]=[CH:7][C:6]=2[C:5]2[C:13]1=[CH:1][CH:2]=[CH:3][CH:4]=2)(=[O:21])[CH3:20]. The yield is 0.900. (2) The reactants are [CH2:1]([O:3][C:4]([CH:6]1[O:10][C:9]([C:11]2[CH:16]=[CH:15][CH:14]=[CH:13][CH:12]=2)=[N:8][C:7]1(O)[C:17]([F:20])([F:19])[F:18])=[O:5])[CH3:2].P(Cl)(Cl)(Cl)=O. No catalyst specified. The product is [CH2:1]([O:3][C:4]([C:6]1[O:10][C:9]([C:11]2[CH:16]=[CH:15][CH:14]=[CH:13][CH:12]=2)=[N:8][C:7]=1[C:17]([F:19])([F:20])[F:18])=[O:5])[CH3:2]. The yield is 0.750. (3) The reactants are Br[C:2]1[N:3]=[C:4]([O:18][CH2:19][CH3:20])[N:5]([C:8]2[CH:13]=[CH:12][CH:11]=[C:10]([C:14]([F:17])([F:16])[F:15])[CH:9]=2)[C:6]=1[CH3:7].C(OC1N(C2C=CC=C(C(F)(F)F)C=2)C(C)=C(C(=O)C)N=1)C.C1(P(C2CCCCC2)C2C=CC=CC=2C2C(C(C)C)=CC(C(C)C)=CC=2C(C)C)CCCCC1.B(O)(O)B(O)O.C([O-])(=O)C.[K+].Br[C:89]1[N:93]([C:94]2[CH:101]=[CH:100][C:97]([C:98]#[N:99])=[CH:96][CH:95]=2)[N:92]=[CH:91][N:90]=1.C([O-])([O-])=O.[K+].[K+]. No catalyst specified. The product is [CH2:19]([O:18][C:4]1[N:5]([C:8]2[CH:13]=[CH:12][CH:11]=[C:10]([C:14]([F:17])([F:16])[F:15])[CH:9]=2)[C:6]([CH3:7])=[C:2]([C:89]2[N:93]([C:94]3[CH:95]=[CH:96][C:97]([C:98]#[N:99])=[CH:100][CH:101]=3)[N:92]=[CH:91][N:90]=2)[N:3]=1)[CH3:20]. The yield is 0.115. (4) The reactants are C([NH:18][C@H:19]([C:29]([NH:31][C:32]1[CH:50]=[CH:49][C:35]([O:36][C:37]2[CH:38]=[C:39]3[C:43](=[CH:44][CH:45]=2)[NH:42][C:41]([NH2:46])=[C:40]3[C:47]#[N:48])=[CH:34][CH:33]=1)=[O:30])[CH2:20][O:21][C:22]([O:24][C:25]([CH3:28])([CH3:27])[CH3:26])=[O:23])(OCC1C2C(=CC=CC=2)C2C1=CC=CC=2)=O.N1CCCCC1. The catalyst is C(Cl)(Cl)Cl. The product is [C:25]([O:24][C:22]([O:21][CH2:20][C@@H:19]([C:29]([NH:31][C:32]1[CH:50]=[CH:49][C:35]([O:36][C:37]2[CH:38]=[C:39]3[C:43](=[CH:44][CH:45]=2)[NH:42][C:41]([NH2:46])=[C:40]3[C:47]#[N:48])=[CH:34][CH:33]=1)=[O:30])[NH2:18])=[O:23])([CH3:28])([CH3:26])[CH3:27]. The yield is 0.940. (5) The reactants are [F:1][C:2]([F:29])([F:28])[C:3]1[CH:27]=[CH:26][CH:25]=[CH:24][C:4]=1[C:5]([N:7]1[CH2:11][C:10]2[CH2:12][N:13]([C:15]3[CH:23]=[CH:22][C:18]([C:19](O)=[O:20])=[CH:17][N:16]=3)[CH2:14][C:9]=2[CH2:8]1)=[O:6].[C:30]1([CH2:36][CH2:37][NH2:38])[CH:35]=[CH:34][CH:33]=[CH:32][CH:31]=1. No catalyst specified. The product is [CH2:37]([NH:38][C:19](=[O:20])[C:18]1[CH:22]=[CH:23][C:15]([N:13]2[CH2:12][C:10]3[CH2:11][N:7]([C:5](=[O:6])[C:4]4[CH:24]=[CH:25][CH:26]=[CH:27][C:3]=4[C:2]([F:29])([F:1])[F:28])[CH2:8][C:9]=3[CH2:14]2)=[N:16][CH:17]=1)[CH2:36][C:30]1[CH:35]=[CH:34][CH:33]=[CH:32][CH:31]=1. The yield is 0.450. (6) The reactants are [C:1]([O:5][C:6]([N:8]([CH2:26][C:27]([O:29][C:30]([CH3:33])([CH3:32])[CH3:31])=[O:28])[C:9]1[CH:14]=[CH:13][CH:12]=[C:11]([CH2:15][NH:16][S:17]([C:20]2[CH:21]=[N:22][CH:23]=[CH:24][CH:25]=2)(=[O:19])=[O:18])[N:10]=1)=[O:7])([CH3:4])([CH3:3])[CH3:2].S1C=CN=C1C1C=CC(CNS(C2C=NC=CC=2)(=O)=O)=CC=1.[CH3:56][O:57][C:58]1[CH:59]=[CH:60][C:61]2[CH:65]=[C:64]([CH2:66]O)[S:63][C:62]=2[CH:68]=1. No catalyst specified. The product is [C:1]([O:5][C:6]([N:8]([CH2:26][C:27]([O:29][C:30]([CH3:33])([CH3:32])[CH3:31])=[O:28])[C:9]1[CH:14]=[CH:13][CH:12]=[C:11]([CH:15]([CH2:66][C:64]2[S:63][C:62]3[CH:68]=[C:58]([O:57][CH3:56])[CH:59]=[CH:60][C:61]=3[CH:65]=2)[NH:16][S:17]([C:20]2[CH:21]=[N:22][CH:23]=[CH:24][CH:25]=2)(=[O:19])=[O:18])[N:10]=1)=[O:7])([CH3:4])([CH3:3])[CH3:2]. The yield is 0.780.